This data is from Full USPTO retrosynthesis dataset with 1.9M reactions from patents (1976-2016). The task is: Predict the reactants needed to synthesize the given product. (1) Given the product [CH:41]1[C:42]2[CH:15]([CH2:12][O:11][C:9]([N:7]3[CH2:8][C@@H:4]([CH2:1][CH:2]=[CH2:3])[CH2:5][C@H:6]3[C:16]([OH:18])=[O:17])=[O:10])[C:31]3[C:36](=[CH:35][CH:34]=[CH:33][CH:32]=3)[C:37]=2[CH:38]=[CH:39][CH:40]=1, predict the reactants needed to synthesize it. The reactants are: [CH2:1]([C@@H:4]1[CH2:8][N:7]([C:9]([O:11][C:12]([CH3:15])(C)C)=[O:10])[C@H:6]([C:16]([OH:18])=[O:17])[CH2:5]1)[CH:2]=[CH2:3].C(O)(C(F)(F)F)=O.C(ON1C(=O)CCC1=O)(OCC1[C:42]2[C:37](=[CH:38][CH:39]=[CH:40][CH:41]=2)[C:36]2[C:31]1=[CH:32][CH:33]=[CH:34][CH:35]=2)=O.Cl. (2) Given the product [NH:1]1[C:5]2[CH:6]=[CH:7][C:8]([C:10]([N:23]3[C@@H:24]4[C@@H:19]([C:18]5[CH:27]=[CH:28][C:15]([O:14][CH3:13])=[CH:16][C:17]=5[CH2:26][CH2:25]4)[CH2:20][CH2:21][CH2:22]3)=[O:12])=[CH:9][C:4]=2[N:3]=[CH:2]1, predict the reactants needed to synthesize it. The reactants are: [NH:1]1[C:5]2[CH:6]=[CH:7][C:8]([C:10]([OH:12])=O)=[CH:9][C:4]=2[N:3]=[CH:2]1.[CH3:13][O:14][C:15]1[CH:28]=[CH:27][C:18]2[C@@H:19]3[C@H:24]([CH2:25][CH2:26][C:17]=2[CH:16]=1)[NH:23][CH2:22][CH2:21][CH2:20]3. (3) Given the product [C:3]([O:7][C:8](=[O:22])[N:9]([C:37]([C:33]1[N:34]=[CH:35][S:36][C:32]=1[C:28]1[CH:29]=[CH:30][CH:31]=[C:26]([F:25])[CH:27]=1)=[O:38])[C:10]1[N:11]=[C:12]([CH2:15][CH2:16][CH2:17][CH2:18][C:19](=[O:21])[CH3:20])[O:13][CH:14]=1)([CH3:6])([CH3:4])[CH3:5], predict the reactants needed to synthesize it. The reactants are: N#N.[C:3]([O:7][C:8](=[O:22])[NH:9][C:10]1[N:11]=[C:12]([CH2:15][CH2:16][CH2:17][CH2:18][C:19](=[O:21])[CH3:20])[O:13][CH:14]=1)([CH3:6])([CH3:5])[CH3:4].[H-].[Na+].[F:25][C:26]1[CH:27]=[C:28]([C:32]2[S:36][CH:35]=[N:34][C:33]=2[C:37](Cl)=[O:38])[CH:29]=[CH:30][CH:31]=1. (4) Given the product [CH3:40][O:41][CH2:42][CH2:43][NH:44][C:29]([NH:19][C:18]1[CH:17]=[CH:16][C:15]([C:12]2[N:11]=[C:10]([N:22]3[CH2:27][CH2:26][O:25][CH2:24][CH2:23]3)[C:9]3[C:14](=[C:5]4[CH:4]=[CH:3][N:2]([CH3:1])[C:6]4=[CH:7][CH:8]=3)[N:13]=2)=[CH:21][CH:20]=1)=[O:31], predict the reactants needed to synthesize it. The reactants are: [CH3:1][N:2]1[C:6]2=[CH:7][CH:8]=[C:9]3[C:14]([N:13]=[C:12]([C:15]4[CH:21]=[CH:20][C:18]([NH2:19])=[CH:17][CH:16]=4)[N:11]=[C:10]3[N:22]3[CH2:27][CH2:26][O:25][CH2:24][CH2:23]3)=[C:5]2[CH:4]=[CH:3]1.Cl[C:29](Cl)([O:31]C(=O)OC(Cl)(Cl)Cl)Cl.[CH3:40][O:41][CH2:42][CH2:43][NH2:44]. (5) Given the product [Br:6][C:7]1[CH:8]=[C:9]2[C:13](=[CH:14][C:15]=1[C:16]1[CH:17]=[CH:18][C:19]([OH:22])=[CH:20][CH:21]=1)[NH:12][N:11]=[C:10]2[NH:30][C:31](=[O:35])[CH2:32][CH2:33][CH3:34], predict the reactants needed to synthesize it. The reactants are: C[Si](I)(C)C.[Br:6][C:7]1[CH:8]=[C:9]2[C:13](=[CH:14][C:15]=1[C:16]1[CH:21]=[CH:20][C:19]([O:22]CC3C=CC=CC=3)=[CH:18][CH:17]=1)[NH:12][N:11]=[C:10]2[NH:30][C:31](=[O:35])[CH2:32][CH2:33][CH3:34].